This data is from HIV replication inhibition screening data with 41,000+ compounds from the AIDS Antiviral Screen. The task is: Binary Classification. Given a drug SMILES string, predict its activity (active/inactive) in a high-throughput screening assay against a specified biological target. (1) The compound is COC(=O)C1=CC2C(=O)OC1C1C(=O)NC(=O)C21. The result is 0 (inactive). (2) The molecule is Cc1ccccc1NC(=O)c1nc(S)nc(N)c1-c1ccccc1C. The result is 0 (inactive). (3) The result is 0 (inactive). The molecule is CCOC(=O)C(=CNC(=S)Nc1cc(C)ccc1C)C(=O)OCC. (4) The molecule is Cc1cc(NS(=O)(=O)c2ccc(NC(=O)c3ccc4nc5ccccc5c(Nc5ccc(S(=O)(=O)Nc6cc(C)on6)cc5)c4c3)cc2)no1. The result is 1 (active). (5) The compound is O=P1(O)Cc2ccccc2-c2ccccc21. The result is 0 (inactive). (6) The molecule is N#Cc1c(N2CCOCC2)ncn(-c2ccccc2)c1=O. The result is 0 (inactive).